From a dataset of Forward reaction prediction with 1.9M reactions from USPTO patents (1976-2016). Predict the product of the given reaction. (1) Given the reactants [CH3:1][CH:2]([CH2:6][CH2:7][CH:8]=[C:9]([CH3:11])[CH3:10])[CH2:3][CH:4]=[O:5], predict the reaction product. The product is: [CH3:1][CH:2]([CH2:6][CH2:7][CH:8]=[C:9]([CH3:10])[CH3:11])[CH2:3][CH2:4][OH:5]. (2) Given the reactants [H-].[H-].[H-].[H-].[Li+].[Al+3].C(O[C:10](=O)[CH2:11][C:12]1[N:17]=[C:16]([NH:18][CH3:19])[CH:15]=[CH:14][CH:13]=1)C.C1C[O:24]CC1, predict the reaction product. The product is: [CH3:19][NH:18][C:16]1[N:17]=[C:12]([CH:11]([OH:24])[CH3:10])[CH:13]=[CH:14][CH:15]=1. (3) Given the reactants C(N(CC)CC)C.Br[C:9]([CH3:23])(C)[C:10]([O:12][C:13]1[CH:14]=[C:15]([CH:19]=[CH:20][CH:21]=1)C(Cl)=O)=O, predict the reaction product. The product is: [O:12]1[C:13]2[C:21](=[CH:20][CH:19]=[CH:15][CH:14]=2)[CH:23]=[CH:9][CH2:10]1. (4) Given the reactants [F:1][C:2]1[CH:10]=[CH:9][C:8]2[N:7]([C:11]3[C:12]([CH3:25])=[N:13][C:14]([N:17]4[CH2:21][CH2:20][C@H:19]([C:22](O)=[O:23])[CH2:18]4)=[N:15][CH:16]=3)[C:6]3[CH:26]=[N:27][N:28]([CH:29]4[CH2:34][CH2:33][CH2:32][CH2:31][O:30]4)[C:5]=3[C:4]=2[CH:3]=1.Cl.[NH:36]1[CH2:39][CH:38]([OH:40])[CH2:37]1.CN(C(ON1N=NC2C=CC=NC1=2)=[N+](C)C)C.F[P-](F)(F)(F)(F)F.CCN(C(C)C)C(C)C, predict the reaction product. The product is: [F:1][C:2]1[CH:10]=[CH:9][C:8]2[N:7]([C:11]3[C:12]([CH3:25])=[N:13][C:14]([N:17]4[CH2:21][CH2:20][C@H:19]([C:22]([N:36]5[CH2:39][CH:38]([OH:40])[CH2:37]5)=[O:23])[CH2:18]4)=[N:15][CH:16]=3)[C:6]3[CH:26]=[N:27][N:28]([CH:29]4[CH2:34][CH2:33][CH2:32][CH2:31][O:30]4)[C:5]=3[C:4]=2[CH:3]=1.